From a dataset of Catalyst prediction with 721,799 reactions and 888 catalyst types from USPTO. Predict which catalyst facilitates the given reaction. (1) Reactant: [NH2:1][C:2]1[C:11]([I:12])=[CH:10][C:5]([C:6]([O:8][CH3:9])=[O:7])=[C:4]([Cl:13])[CH:3]=1.C([O-])([O-])=O.[Ca+2].II.[CH2:21]([Cl:23])Cl. Product: [NH2:1][C:2]1[C:11]([I:12])=[CH:10][C:5]([C:6]([O:8][CH3:9])=[O:7])=[C:4]([Cl:13])[CH:3]=1.[NH2:1][C:2]1[CH:3]=[CH:4][C:5]([C:6]([O:8][CH3:9])=[O:7])=[C:21]([Cl:23])[C:11]=1[I:12]. The catalyst class is: 5. (2) Reactant: [Cl:1][C:2]1[C:11]2[CH2:10][N:9]([C@H:12]([C:23]([CH3:26])([CH3:25])[CH3:24])[C:13]([O:15][CH2:16][C:17]3[CH:22]=[CH:21][CH:20]=[CH:19][CH:18]=3)=[O:14])[C:8](=[O:27])[C:7]3=[CH:28][N:29]([S:30]([C:33]4[CH:39]=[CH:38][C:36]([CH3:37])=[CH:35][CH:34]=4)(=[O:32])=[O:31])[C:5]([C:6]=23)=[N:4][CH:3]=1.[OH-:40].[Na+]. Product: [CH2:16]([O:15][C:13](=[O:14])[C@H:12]([NH:9][CH2:10][C:11]1[C:2]([Cl:1])=[CH:3][N:4]=[C:5]2[N:29]([S:30]([C:33]3[CH:34]=[CH:35][C:36]([CH3:37])=[CH:38][CH:39]=3)(=[O:32])=[O:31])[CH:28]=[C:7]([C:8]([OH:40])=[O:27])[C:6]=12)[C:23]([CH3:26])([CH3:25])[CH3:24])[C:17]1[CH:18]=[CH:19][CH:20]=[CH:21][CH:22]=1. The catalyst class is: 92. (3) Reactant: [NH2:1][C:2]1[CH:7]=[CH:6][C:5](Br)=[CH:4][N:3]=1.C(=O)([O-])[O-].[Na+].[Na+].[CH3:15][C:16]1([CH3:43])[O:20][C:19](=[O:21])[N:18]([C:22]2[CH:27]=[CH:26][C:25](B3OC(C)(C)C(C)(C)O3)=[CH:24][CH:23]=2)[C@H:17]1[C:37]1[CH:42]=[CH:41][CH:40]=[CH:39][CH:38]=1. Product: [NH2:1][C:2]1[N:3]=[CH:4][C:5]([C:25]2[CH:24]=[CH:23][C:22]([N:18]3[C@@H:17]([C:37]4[CH:38]=[CH:39][CH:40]=[CH:41][CH:42]=4)[C:16]([CH3:15])([CH3:43])[O:20][C:19]3=[O:21])=[CH:27][CH:26]=2)=[CH:6][CH:7]=1. The catalyst class is: 12. (4) Reactant: [NH2:1][C:2]1[CH:3]=[C:4]([CH:29]=[CH:30][C:31]=1[Cl:32])[C:5]([NH:7][C@H:8]([CH2:17][N:18]1C(=O)C2C(=CC=CC=2)C1=O)[CH2:9][C:10]1[CH:15]=[CH:14][CH:13]=[C:12]([F:16])[CH:11]=1)=[O:6].CO.NN. Product: [NH2:1][C:2]1[CH:3]=[C:4]([CH:29]=[CH:30][C:31]=1[Cl:32])[C:5]([NH:7][C@H:8]([CH2:17][NH2:18])[CH2:9][C:10]1[CH:15]=[CH:14][CH:13]=[C:12]([F:16])[CH:11]=1)=[O:6]. The catalyst class is: 4. (5) Reactant: O1CCCCC1[O:7][CH2:8][C:9]1[CH2:13][CH:12]([CH2:14][N:15]2[CH2:20][CH2:19][O:18][CH2:17][CH2:16]2)[O:11][N:10]=1.C1(C)C=CC(S([O-])(=O)=O)=CC=1.[NH+]1C=CC=CC=1. Product: [N:15]1([CH2:14][CH:12]2[O:11][N:10]=[C:9]([CH2:8][OH:7])[CH2:13]2)[CH2:20][CH2:19][O:18][CH2:17][CH2:16]1. The catalyst class is: 5. (6) Reactant: [C:1]1([C:7]([NH:9][CH:10]2[CH2:15][CH:14]([C:16]3[CH:21]=[CH:20][C:19]([O:22][C:23]([F:26])([F:25])[F:24])=[CH:18][CH:17]=3)[CH2:13][N:12]([C:27](OC3C=CC([N+]([O-])=O)=CC=3)=[O:28])[CH2:11]2)=[O:8])[CH:6]=[CH:5][CH:4]=[CH:3][CH:2]=1.[NH:39]1[CH2:44][CH2:43][CH:42]([C:45]#[N:46])[CH2:41][CH2:40]1.C(=O)([O-])[O-].[K+].[K+]. Product: [C:45]([CH:42]1[CH2:43][CH2:44][N:39]([C:27]([N:12]2[CH2:13][CH:14]([C:16]3[CH:17]=[CH:18][C:19]([O:22][C:23]([F:24])([F:26])[F:25])=[CH:20][CH:21]=3)[CH2:15][CH:10]([NH:9][C:7]([C:1]3[CH:6]=[CH:5][CH:4]=[CH:3][CH:2]=3)=[O:8])[CH2:11]2)=[O:28])[CH2:40][CH2:41]1)#[N:46]. The catalyst class is: 3.